From a dataset of Forward reaction prediction with 1.9M reactions from USPTO patents (1976-2016). Predict the product of the given reaction. (1) Given the reactants [C:1]([O:5][C:6]([N:8]1[CH2:13][CH2:12][CH:11]([CH2:14][CH2:15][N:16]([C:29]2[CH:34]=[CH:33][C:32]([S:35][CH3:36])=[CH:31][CH:30]=2)S(C2C=CC=CC=2[N+]([O-])=O)(=O)=O)[CH2:10][CH2:9]1)=[O:7])([CH3:4])([CH3:3])[CH3:2].C(=O)([O-])[O-].[Cs+].[Cs+].C1(S)C=CC=CC=1, predict the reaction product. The product is: [C:1]([O:5][C:6]([N:8]1[CH2:9][CH2:10][CH:11]([CH2:14][CH2:15][NH:16][C:29]2[CH:30]=[CH:31][C:32]([S:35][CH3:36])=[CH:33][CH:34]=2)[CH2:12][CH2:13]1)=[O:7])([CH3:3])([CH3:4])[CH3:2]. (2) Given the reactants [O:1]1[C:8]2[CH:7]=[C:6]([C:9]([OH:11])=[O:10])[NH:5][C:4]=2[CH:3]=[CH:2]1.[C:12]([O:17][CH:18](Cl)[CH3:19])(=[O:16])[CH2:13][CH2:14][CH3:15], predict the reaction product. The product is: [O:1]1[C:8]2[CH:7]=[C:6]([C:9]([O:11][CH:18]([O:17][C:12](=[O:16])[CH2:13][CH2:14][CH3:15])[CH3:19])=[O:10])[NH:5][C:4]=2[CH:3]=[CH:2]1. (3) Given the reactants C(O[CH:5]1[N:11]=[C:10]([C:12]2[CH:17]=[CH:16][CH:15]=[CH:14][C:13]=2[F:18])[C:9]2[CH:19]=[CH:20][CH:21]=[C:22]([CH:23]([CH3:25])[CH3:24])[C:8]=2[NH:7][C:6]1=[O:26])(=O)C.[I-].[Na+].[K].[C:30]1(=[O:40])[NH:34][C:33](=[O:35])[C:32]2=[CH:36][CH:37]=[CH:38][CH:39]=[C:31]12, predict the reaction product. The product is: [C:30]1(=[O:40])[N:34]([CH:5]2[N:11]=[C:10]([C:12]3[CH:17]=[CH:16][CH:15]=[CH:14][C:13]=3[F:18])[C:9]3[CH:19]=[CH:20][CH:21]=[C:22]([CH:23]([CH3:25])[CH3:24])[C:8]=3[NH:7][C:6]2=[O:26])[C:33](=[O:35])[C:32]2=[CH:36][CH:37]=[CH:38][CH:39]=[C:31]12. (4) The product is: [CH:12]([N:6]1[C:5](=[O:15])[C:4]2[CH2:3][C@H:2]([C:16]3[CH:21]=[CH:20][CH:19]=[CH:18][CH:17]=3)[NH:1][C:9]=2[NH:8][C:7]1=[O:11])([CH3:14])[CH3:13]. Given the reactants [NH2:1][CH:2]([C:16]1[CH:21]=[CH:20][CH:19]=[CH:18][CH:17]=1)[CH2:3][C:4]1[C:5](=[O:15])[N:6]([CH:12]([CH3:14])[CH3:13])[C:7](=[O:11])[NH:8][C:9]=1Cl.CN(C1C2C(N(C)C)=CC=CC=2C=CC=1)C, predict the reaction product. (5) Given the reactants [NH2:1][C:2]1[NH:3][C:4](=S)[C:5]2[S:10][C:9](=[O:11])[N:8]([C@@H:12]3[O:24][C@H:23]([CH2:25][O:26][C:27](=[O:29])[CH3:28])[C@@H:18]([O:19][C:20](=[O:22])[CH3:21])[C@H:13]3[O:14][C:15](=[O:17])[CH3:16])[C:6]=2[N:7]=1, predict the reaction product. The product is: [NH2:1][C:2]1[N:3]=[CH:4][C:5]2[S:10][C:9](=[O:11])[N:8]([C@@H:12]3[O:24][C@H:23]([CH2:25][O:26][C:27](=[O:29])[CH3:28])[C@@H:18]([O:19][C:20](=[O:22])[CH3:21])[C@H:13]3[O:14][C:15](=[O:17])[CH3:16])[C:6]=2[N:7]=1. (6) Given the reactants [N:1]1[CH:6]=[CH:5][CH:4]=[CH:3][C:2]=1[C:7]1[N:11]=[C:10]([N:12]2[CH2:17][CH2:16][N:15](C(OC(C)(C)C)=O)[CH2:14][CH2:13]2)[S:9][N:8]=1.Cl.CCCCCC, predict the reaction product. The product is: [N:1]1[CH:6]=[CH:5][CH:4]=[CH:3][C:2]=1[C:7]1[N:11]=[C:10]([N:12]2[CH2:13][CH2:14][NH:15][CH2:16][CH2:17]2)[S:9][N:8]=1. (7) Given the reactants [NH2:1][C:2]1[C:7]([OH:8])=[CH:6][C:5]([Br:9])=[CH:4][N:3]=1.CCO[C:13]([S-])=[S:14].[K+], predict the reaction product. The product is: [Br:9][C:5]1[CH:6]=[C:7]2[O:8][C:13]([SH:14])=[N:1][C:2]2=[N:3][CH:4]=1.